This data is from NCI-60 drug combinations with 297,098 pairs across 59 cell lines. The task is: Regression. Given two drug SMILES strings and cell line genomic features, predict the synergy score measuring deviation from expected non-interaction effect. (1) Drug 1: C1=NC2=C(N1)C(=S)N=C(N2)N. Drug 2: CN(C(=O)NC(C=O)C(C(C(CO)O)O)O)N=O. Cell line: MALME-3M. Synergy scores: CSS=12.8, Synergy_ZIP=-8.44, Synergy_Bliss=-6.14, Synergy_Loewe=-26.4, Synergy_HSA=-6.99. (2) Drug 1: CCC1(CC2CC(C3=C(CCN(C2)C1)C4=CC=CC=C4N3)(C5=C(C=C6C(=C5)C78CCN9C7C(C=CC9)(C(C(C8N6C=O)(C(=O)OC)O)OC(=O)C)CC)OC)C(=O)OC)O.OS(=O)(=O)O. Drug 2: C1=CN(C=N1)CC(O)(P(=O)(O)O)P(=O)(O)O. Cell line: 786-0. Synergy scores: CSS=1.08, Synergy_ZIP=0.946, Synergy_Bliss=2.69, Synergy_Loewe=-0.563, Synergy_HSA=-0.584. (3) Drug 1: CCC1(C2=C(COC1=O)C(=O)N3CC4=CC5=C(C=CC(=C5CN(C)C)O)N=C4C3=C2)O.Cl. Drug 2: CC12CCC3C(C1CCC2OP(=O)(O)O)CCC4=C3C=CC(=C4)OC(=O)N(CCCl)CCCl.[Na+]. Cell line: MCF7. Synergy scores: CSS=-2.27, Synergy_ZIP=-1.71, Synergy_Bliss=-5.09, Synergy_Loewe=-103, Synergy_HSA=-13.6.